From a dataset of NCI-60 drug combinations with 297,098 pairs across 59 cell lines. Regression. Given two drug SMILES strings and cell line genomic features, predict the synergy score measuring deviation from expected non-interaction effect. (1) Drug 1: C1CN1P(=S)(N2CC2)N3CC3. Drug 2: C1=CN(C=N1)CC(O)(P(=O)(O)O)P(=O)(O)O. Cell line: KM12. Synergy scores: CSS=-2.75, Synergy_ZIP=-2.28, Synergy_Bliss=-1.71, Synergy_Loewe=-7.27, Synergy_HSA=-5.23. (2) Drug 1: CCC1(C2=C(COC1=O)C(=O)N3CC4=CC5=C(C=CC(=C5CN(C)C)O)N=C4C3=C2)O.Cl. Drug 2: CC1C(C(CC(O1)OC2CC(CC3=C2C(=C4C(=C3O)C(=O)C5=CC=CC=C5C4=O)O)(C(=O)C)O)N)O. Cell line: SF-295. Synergy scores: CSS=54.7, Synergy_ZIP=-6.40, Synergy_Bliss=-9.96, Synergy_Loewe=-8.78, Synergy_HSA=-6.97. (3) Drug 1: CC12CCC3C(C1CCC2=O)CC(=C)C4=CC(=O)C=CC34C. Drug 2: C(CC(=O)O)C(=O)CN.Cl. Cell line: SK-MEL-5. Synergy scores: CSS=38.4, Synergy_ZIP=-3.45, Synergy_Bliss=-3.21, Synergy_Loewe=-3.65, Synergy_HSA=-0.754. (4) Drug 1: COC1=C(C=C2C(=C1)N=CN=C2NC3=CC(=C(C=C3)F)Cl)OCCCN4CCOCC4. Drug 2: CC(C)CN1C=NC2=C1C3=CC=CC=C3N=C2N. Cell line: MALME-3M. Synergy scores: CSS=40.8, Synergy_ZIP=2.48, Synergy_Bliss=1.24, Synergy_Loewe=0.250, Synergy_HSA=0.103. (5) Drug 1: CCC1(CC2CC(C3=C(CCN(C2)C1)C4=CC=CC=C4N3)(C5=C(C=C6C(=C5)C78CCN9C7C(C=CC9)(C(C(C8N6C=O)(C(=O)OC)O)OC(=O)C)CC)OC)C(=O)OC)O.OS(=O)(=O)O. Drug 2: N.N.Cl[Pt+2]Cl. Cell line: OVCAR-8. Synergy scores: CSS=26.9, Synergy_ZIP=-10.6, Synergy_Bliss=-3.26, Synergy_Loewe=-8.18, Synergy_HSA=-0.239. (6) Drug 1: CC1=C(C=C(C=C1)NC2=NC=CC(=N2)N(C)C3=CC4=NN(C(=C4C=C3)C)C)S(=O)(=O)N.Cl. Drug 2: C1CN(CCN1C(=O)CCBr)C(=O)CCBr. Cell line: UO-31. Synergy scores: CSS=13.6, Synergy_ZIP=-2.82, Synergy_Bliss=2.60, Synergy_Loewe=1.32, Synergy_HSA=4.43. (7) Drug 1: C1CCC(C1)C(CC#N)N2C=C(C=N2)C3=C4C=CNC4=NC=N3. Drug 2: N.N.Cl[Pt+2]Cl. Cell line: EKVX. Synergy scores: CSS=7.21, Synergy_ZIP=-1.32, Synergy_Bliss=2.23, Synergy_Loewe=0.405, Synergy_HSA=1.64. (8) Drug 1: CN(C)N=NC1=C(NC=N1)C(=O)N. Drug 2: CCC1(CC2CC(C3=C(CCN(C2)C1)C4=CC=CC=C4N3)(C5=C(C=C6C(=C5)C78CCN9C7C(C=CC9)(C(C(C8N6C=O)(C(=O)OC)O)OC(=O)C)CC)OC)C(=O)OC)O.OS(=O)(=O)O. Cell line: ACHN. Synergy scores: CSS=15.5, Synergy_ZIP=-4.47, Synergy_Bliss=-2.34, Synergy_Loewe=-3.09, Synergy_HSA=-3.15.